Dataset: Peptide-MHC class II binding affinity with 134,281 pairs from IEDB. Task: Regression. Given a peptide amino acid sequence and an MHC pseudo amino acid sequence, predict their binding affinity value. This is MHC class II binding data. (1) The peptide sequence is GGNFAGGGFGMLLRK. The MHC is HLA-DQA10104-DQB10503 with pseudo-sequence HLA-DQA10104-DQB10503. The binding affinity (normalized) is 0.122. (2) The peptide sequence is NQAFRNIVNMLHGVR. The MHC is HLA-DQA10501-DQB10201 with pseudo-sequence HLA-DQA10501-DQB10201. The binding affinity (normalized) is 0.105. (3) The peptide sequence is KLKIQNVIIDECYGA. The binding affinity (normalized) is 0.378. The MHC is DRB1_0405 with pseudo-sequence DRB1_0405. (4) The peptide sequence is AAWGGSGSEAYQGVQ. The MHC is DRB4_0101 with pseudo-sequence DRB4_0103. The binding affinity (normalized) is 0.127. (5) The peptide sequence is PDNVKPIYIVTPTNA. The MHC is HLA-DQA10501-DQB10301 with pseudo-sequence HLA-DQA10501-DQB10301. The binding affinity (normalized) is 0.136. (6) The peptide sequence is VPLTDLRIPS. The MHC is DRB1_0402 with pseudo-sequence DRB1_0402. The binding affinity (normalized) is 0. (7) The peptide sequence is EPAYFATAESVRDHL. The MHC is HLA-DPA10301-DPB10402 with pseudo-sequence HLA-DPA10301-DPB10402. The binding affinity (normalized) is 0.346. (8) The peptide sequence is KNYEHIAAYHFDLSG. The MHC is DRB5_0101 with pseudo-sequence DRB5_0101. The binding affinity (normalized) is 0.719. (9) The peptide sequence is AAFQAAHARFVAAAA. The MHC is DRB1_0405 with pseudo-sequence DRB1_0405. The binding affinity (normalized) is 0.458. (10) The peptide sequence is NMNIKLKMPLYVAGH. The MHC is DRB5_0101 with pseudo-sequence DRB5_0101. The binding affinity (normalized) is 0.403.